This data is from Full USPTO retrosynthesis dataset with 1.9M reactions from patents (1976-2016). The task is: Predict the reactants needed to synthesize the given product. (1) Given the product [CH2:27]([O:34][C:35]([NH:1][C@H:2]1[CH2:6][CH2:5][N:4]([C:7]2[CH:19]=[CH:18][C:10]([C:11]([O:13][C:14]([CH3:16])([CH3:15])[CH3:17])=[O:12])=[CH:9][CH:8]=2)[CH2:3]1)=[O:36])[C:28]1[CH:33]=[CH:32][CH:31]=[CH:30][CH:29]=1, predict the reactants needed to synthesize it. The reactants are: [NH2:1][C@H:2]1[CH2:6][CH2:5][N:4]([C:7]2[CH:19]=[CH:18][C:10]([C:11]([O:13][C:14]([CH3:17])([CH3:16])[CH3:15])=[O:12])=[CH:9][CH:8]=2)[CH2:3]1.CCN(CC)CC.[CH2:27]([O:34][C:35](Cl)=[O:36])[C:28]1[CH:33]=[CH:32][CH:31]=[CH:30][CH:29]=1. (2) Given the product [CH3:1][C:2]1[C:3]2[S:12][CH:11]=[CH:10][C:4]=2[S:5][C:6]=1[C:7]([OH:9])=[O:8], predict the reactants needed to synthesize it. The reactants are: [CH3:1][C:2]1[C:3]2[S:12][C:11](CC)=[C:10](Br)[C:4]=2[S:5][C:6]=1[C:7]([O-:9])=[O:8].C1COCC1.[Li+].[OH-].Cl.